Dataset: Blood-brain barrier permeability classification from the B3DB database. Task: Regression/Classification. Given a drug SMILES string, predict its absorption, distribution, metabolism, or excretion properties. Task type varies by dataset: regression for continuous measurements (e.g., permeability, clearance, half-life) or binary classification for categorical outcomes (e.g., BBB penetration, CYP inhibition). Dataset: b3db_classification. The result is 1 (penetrates BBB). The compound is C[C@H]1c2ccccc2[C@H](CCCN(C)C)c2cc(C(F)(F)F)ccc21.